Dataset: Forward reaction prediction with 1.9M reactions from USPTO patents (1976-2016). Task: Predict the product of the given reaction. Given the reactants OCCOC1C=CC(C(CC)=C(C2C=CC(O)=CC=2)C2C=CC(O)=CC=2)=CC=1.[CH2:29]([C:33]([C:49]1[CH:54]=[CH:53][C:52]([O:55][CH2:56][CH2:57][CH2:58][C:59](OCC)=[O:60])=[CH:51][CH:50]=1)=[C:34]([C:42]1[CH:47]=[CH:46][C:45]([OH:48])=[CH:44][CH:43]=1)[C:35]1[CH:40]=[CH:39][C:38]([OH:41])=[CH:37][CH:36]=1)[CH2:30][CH2:31][CH3:32].[H-].[Al+3].[Li+].[H-].[H-].[H-], predict the reaction product. The product is: [OH:60][CH2:59][CH2:58][CH2:57][CH2:56][O:55][C:52]1[CH:51]=[CH:50][C:49]([C:33]([CH2:29][CH2:30][CH2:31][CH3:32])=[C:34]([C:35]2[CH:36]=[CH:37][C:38]([OH:41])=[CH:39][CH:40]=2)[C:42]2[CH:47]=[CH:46][C:45]([OH:48])=[CH:44][CH:43]=2)=[CH:54][CH:53]=1.